Task: Predict which catalyst facilitates the given reaction.. Dataset: Catalyst prediction with 721,799 reactions and 888 catalyst types from USPTO (1) Reactant: [Cl:1][C:2]1[C:15]2[C:14](=[O:16])[C:13]3[C:8](=[CH:9][CH:10]=[CH:11][CH:12]=3)[S:7][C:6]=2[C:5]([O:17][CH2:18][CH2:19][CH2:20][I:21])=[CH:4][CH:3]=1.[CH3:22][N:23]([CH2:27][CH2:28][OH:29])[CH2:24][CH2:25][OH:26].[I-].ClCCl.C(O)(C)C. Product: [I-:21].[Cl:1][C:2]1[C:15]2[C:14](=[O:16])[C:13]3[C:8](=[CH:9][CH:10]=[CH:11][CH:12]=3)[S:7][C:6]=2[C:5]([O:17][CH2:18][CH2:19][CH2:20][N+:23]([CH2:27][CH2:28][OH:29])([CH2:24][CH2:25][OH:26])[CH3:22])=[CH:4][CH:3]=1. The catalyst class is: 3. (2) Reactant: [Br:1][C:2]1[CH:3]=[C:4]([NH:11][CH2:12][CH2:13][C:14]([F:17])([F:16])[F:15])[C:5]2[N:6]([CH:8]=[CH:9][N:10]=2)[N:7]=1.[C:18](O[C:18]([O:20][C:21]([CH3:24])([CH3:23])[CH3:22])=[O:19])([O:20][C:21]([CH3:24])([CH3:23])[CH3:22])=[O:19].C(OCC)(=O)C. Product: [Br:1][C:2]1[CH:3]=[C:4]([N:11]([CH2:12][CH2:13][C:14]([F:15])([F:16])[F:17])[C:18](=[O:19])[O:20][C:21]([CH3:24])([CH3:23])[CH3:22])[C:5]2[N:6]([CH:8]=[CH:9][N:10]=2)[N:7]=1. The catalyst class is: 453. (3) Reactant: [F:1][C:2]1[CH:24]=[CH:23][C:5]([CH2:6][N:7]2[CH2:16][CH2:15][C:14]3[C:13]([C:17]([O:19][CH3:20])=[O:18])=[N:12][CH:11]=[C:10]([OH:21])[C:9]=3[C:8]2=[O:22])=[CH:4][CH:3]=1.[OH:25]O. Product: [F:1][C:2]1[CH:24]=[CH:23][C:5]([CH2:6][N:7]2[CH2:16][CH2:15][C:14]3[C:9](=[C:10]([OH:21])[CH:11]=[N+:12]([O-:25])[C:13]=3[C:17]([O:19][CH3:20])=[O:18])[C:8]2=[O:22])=[CH:4][CH:3]=1. The catalyst class is: 15. (4) Reactant: [Cl:1][C:2]1[CH:3]=[C:4]([CH:6]=[CH:7][C:8]=1[Cl:9])[NH2:5].[OH-].[Na+].[CH3:12][C:13]([CH3:18])([CH3:17])[C:14](Cl)=[O:15]. Product: [Cl:1][C:2]1[CH:3]=[C:4]([NH:5][C:14](=[O:15])[C:13]([CH3:18])([CH3:17])[CH3:12])[CH:6]=[CH:7][C:8]=1[Cl:9]. The catalyst class is: 237.